This data is from Full USPTO retrosynthesis dataset with 1.9M reactions from patents (1976-2016). The task is: Predict the reactants needed to synthesize the given product. Given the product [CH3:1][NH:2][C:10]1[CH:19]=[CH:18][C:13]2[O:14][CH2:15][CH2:16][O:17][C:12]=2[C:11]=1[N+:20]([O-:22])=[O:21], predict the reactants needed to synthesize it. The reactants are: [CH3:1][N:2]([C:10]1[CH:19]=[CH:18][C:13]2[O:14][CH2:15][CH2:16][O:17][C:12]=2[C:11]=1[N+:20]([O-:22])=[O:21])C(=O)OC(C)(C)C.